Predict the product of the given reaction. From a dataset of Forward reaction prediction with 1.9M reactions from USPTO patents (1976-2016). (1) Given the reactants [F:1][C:2]1[CH:3]=[CH:4][CH:5]=[C:6]([C:24]#[N:25])[C:7]=1[C:8]1[CH:13]=[C:12](B2OC(C)(C)C(C)(C)O2)[CH:11]=[CH:10][C:9]=1[F:23].Cl[C:27]1[CH:32]=[N:31][NH:30][C:29](=[O:33])[CH:28]=1, predict the reaction product. The product is: [F:1][C:2]1[CH:3]=[CH:4][CH:5]=[C:6]([C:24]#[N:25])[C:7]=1[C:8]1[CH:13]=[C:12]([C:27]2[CH:32]=[N:31][NH:30][C:29](=[O:33])[CH:28]=2)[CH:11]=[CH:10][C:9]=1[F:23]. (2) Given the reactants [CH3:1][N:2]1[CH:6]=[C:5]([N+:7]([O-:9])=[O:8])[C:4]([C:10]([OH:12])=O)=[N:3]1.[CH3:13][C:14]([OH:19])([CH3:18])[CH2:15][NH:16][CH3:17].CN(C(ON1N=NC2C=CC=NC1=2)=[N+](C)C)C.F[P-](F)(F)(F)(F)F.CN1CCOCC1.Cl, predict the reaction product. The product is: [OH:19][C:14]([CH3:18])([CH3:13])[CH2:15][N:16]([CH3:17])[C:10]([C:4]1[C:5]([N+:7]([O-:9])=[O:8])=[CH:6][N:2]([CH3:1])[N:3]=1)=[O:12]. (3) The product is: [N:31]([CH2:24][CH2:23][O:22][C@@H:8]([C:6]1[CH:7]=[C:2]([Cl:1])[CH:3]=[CH:4][C:5]=1[CH3:30])[C@@H:9]1[CH2:14][CH2:13][CH2:12][N:11]([C:15]([O:17][C:18]([CH3:21])([CH3:20])[CH3:19])=[O:16])[CH2:10]1)=[N+:32]=[N-:33]. Given the reactants [Cl:1][C:2]1[CH:3]=[CH:4][C:5]([CH3:30])=[C:6]([C@H:8]([O:22][CH2:23][CH2:24]OS(C)(=O)=O)[C@@H:9]2[CH2:14][CH2:13][CH2:12][N:11]([C:15]([O:17][C:18]([CH3:21])([CH3:20])[CH3:19])=[O:16])[CH2:10]2)[CH:7]=1.[N-:31]=[N+:32]=[N-:33].[Na+], predict the reaction product. (4) The product is: [CH3:16][C:13]1([CH3:15])[C:12]([CH3:17])([CH3:18])[O:11][B:10]([C:25]2[CH:33]=[CH:32][CH:31]=[C:30]3[C:26]=2[CH:27]=[CH:28][NH:29]3)[O:14]1. Given the reactants [B:10]1([B:10]2[O:14][C:13]([CH3:16])([CH3:15])[C:12]([CH3:18])([CH3:17])[O:11]2)[O:14][C:13]([CH3:16])([CH3:15])[C:12]([CH3:18])([CH3:17])[O:11]1.C([O-])(=O)C.[K+].Br[C:25]1[CH:33]=[CH:32][CH:31]=[C:30]2[C:26]=1[CH:27]=[CH:28][NH:29]2.C1(P(C2CCCCC2)C2CCCCC2)CCCCC1, predict the reaction product. (5) Given the reactants [CH3:1][C:2]1C=CC(S(O)(=O)=O)=CC=1.BrCC(OCC)OCC.[Cl:21][C:22]1[CH:27]=[CH:26][C:25]([C:28]2[NH:29][C:30]3[N:31]([N:35]=[CH:36][C:37]=3[C:38]([NH2:40])=[O:39])[C:32](=[O:34])[CH:33]=2)=[CH:24][C:23]=1[O:41][CH2:42][CH3:43], predict the reaction product. The product is: [Cl:21][C:22]1[CH:27]=[CH:26][C:25]([C:28]2[NH:29][C:30]3[N:31]([N:35]=[CH:36][C:37]=3[C:38]3[O:39][CH:1]=[CH:2][N:40]=3)[C:32](=[O:34])[CH:33]=2)=[CH:24][C:23]=1[O:41][CH2:42][CH3:43].